From a dataset of Reaction yield outcomes from USPTO patents with 853,638 reactions. Predict the reaction yield, written as a fraction of the theoretical maximum amount of product (1.0 means a 100% yield; for example, 0.34 means a 34% yield). (1) The reactants are [CH2:1]([O:7][C:8]1[CH:13]=[C:12]([O:14][CH2:15][CH2:16][CH2:17][CH2:18][CH2:19][CH3:20])[CH:11]=[CH:10][C:9]=1[C:21]1[CH:26]=[CH:25][C:24]([C:27]([C:29]2[CH:34]=[CH:33][C:32]([C:35]3[CH:40]=[CH:39][C:38]([O:41][CH2:42][CH2:43][CH2:44][CH2:45][CH2:46][CH3:47])=[CH:37][C:36]=3[O:48][CH2:49][CH2:50][CH2:51][CH2:52][CH2:53][CH3:54])=[CH:31][CH:30]=2)=O)=[CH:23][CH:22]=1)[CH2:2][CH2:3][CH2:4][CH2:5][CH3:6].CC(C)([O-])C.[Cl:60][C:61]1[CH:75]=[CH:74][C:64]([CH2:65]P(=O)(OCC)OCC)=[CH:63][CH:62]=1. The catalyst is C1COCC1.ClCCl. The product is [Cl:60][C:61]1[CH:62]=[CH:63][C:64]([CH:65]=[C:27]([C:24]2[CH:25]=[CH:26][C:21]([C:9]3[CH:10]=[CH:11][C:12]([O:14][CH2:15][CH2:16][CH2:17][CH2:18][CH2:19][CH3:20])=[CH:13][C:8]=3[O:7][CH2:1][CH2:2][CH2:3][CH2:4][CH2:5][CH3:6])=[CH:22][CH:23]=2)[C:29]2[CH:30]=[CH:31][C:32]([C:35]3[CH:40]=[CH:39][C:38]([O:41][CH2:42][CH2:43][CH2:44][CH2:45][CH2:46][CH3:47])=[CH:37][C:36]=3[O:48][CH2:49][CH2:50][CH2:51][CH2:52][CH2:53][CH3:54])=[CH:33][CH:34]=2)=[CH:74][CH:75]=1. The yield is 0.780. (2) The reactants are [CH3:1][C:2]1[C:7]([CH2:8][OH:9])=[C:6]([CH3:10])[CH:5]=[CH:4][N:3]=1.[N+:11]([C:14]1[CH:19]=[CH:18][C:17]([O:20][C:21](=O)[O:22]C2C=CC([N+]([O-])=O)=CC=2)=[CH:16][CH:15]=1)([O-:13])=[O:12].CN1CCOCC1. The catalyst is C(Cl)Cl. The product is [C:21](=[O:22])([O:20][C:17]1[CH:16]=[CH:15][C:14]([N+:11]([O-:13])=[O:12])=[CH:19][CH:18]=1)[O:9][CH2:8][C:7]1[C:2]([CH3:1])=[N:3][CH:4]=[CH:5][C:6]=1[CH3:10]. The yield is 0.630. (3) The reactants are [C:1]([Br:5])(Br)(Br)[Br:2].C1C=CC(P(C2C=CC=CC=2)C2C=CC=CC=2)=CC=1.[C:25]([O:29][C:30]([N:32]1[CH2:37][CH2:36][CH2:35][CH:34]([CH:38]=O)[CH2:33]1)=[O:31])([CH3:28])([CH3:27])[CH3:26]. The catalyst is C(Cl)Cl. The product is [C:25]([O:29][C:30]([N:32]1[CH2:37][CH2:36][CH2:35][CH:34]([CH:38]=[C:1]([Br:5])[Br:2])[CH2:33]1)=[O:31])([CH3:28])([CH3:26])[CH3:27]. The yield is 0.0900. (4) The reactants are [NH2:1][C:2]1[CH:7]=[CH:6][C:5]([S:8]([NH2:11])(=[O:10])=[O:9])=[CH:4][CH:3]=1.[Cl:12][C:13]1[CH:14]=[C:15]([NH:23][C:24](OC2C=CC=CC=2)=[O:25])[C:16](=[CH:21][CH:22]=1)[C:17]([O:19][CH3:20])=[O:18]. No catalyst specified. The yield is 0.940. The product is [NH2:1][C:2]1[CH:7]=[CH:6][C:5]([S:8]([NH:11][C:24]([NH:23][C:15]2[CH:14]=[C:13]([Cl:12])[CH:22]=[CH:21][C:16]=2[C:17]([O:19][CH3:20])=[O:18])=[O:25])(=[O:9])=[O:10])=[CH:4][CH:3]=1. (5) The reactants are [CH3:1][C:2]([OH:33])([CH3:32])[CH:3]([C:5]1[CH:6]=[N:7][C:8]([C:11]2[NH:12][C:13]([CH:16]([C:24]3[CH:29]=[CH:28][C:27]([S:30][CH3:31])=[CH:26][N:25]=3)[CH2:17][CH:18]3[CH2:23][CH2:22][O:21][CH2:20][CH2:19]3)=[CH:14][CH:15]=2)=[CH:9][CH:10]=1)[OH:4].[OH2:34].C([O-])([O-])=O.C([O-])([O-])=O.[OH:43]O.OO.OO.[Na+].[Na+].[Na+].[Na+].S([O-])([O-])=O.[Na+].[Na+]. The catalyst is C(#N)C. The product is [CH3:32][C:2]([OH:33])([CH3:1])[CH:3]([C:5]1[CH:6]=[N:7][C:8]([C:11]2[NH:12][C:13]([CH:16]([C:24]3[CH:29]=[CH:28][C:27]([S:30]([CH3:31])(=[O:43])=[O:34])=[CH:26][N:25]=3)[CH2:17][CH:18]3[CH2:19][CH2:20][O:21][CH2:22][CH2:23]3)=[CH:14][CH:15]=2)=[CH:9][CH:10]=1)[OH:4]. The yield is 0.840. (6) The reactants are Cl.[C:2]([C:6]1[N:7]=[C:8]([C:16]2[CH:21]=[CH:20][C:19]([F:22])=[CH:18][CH:17]=2)[C:9]2[CH2:15][NH:14][CH2:13][CH2:12][C:10]=2[N:11]=1)([CH3:5])([CH3:4])[CH3:3].CCOC(C)=O.Cl. The catalyst is O1CCOCC1. The product is [C:2]([C:6]1[N:7]=[C:8]([C:16]2[CH:17]=[CH:18][C:19]([F:22])=[CH:20][CH:21]=2)[C:9]2[CH2:15][NH:14][CH2:13][CH2:12][C:10]=2[N:11]=1)([CH3:5])([CH3:3])[CH3:4]. The yield is 0.820.